Dataset: Full USPTO retrosynthesis dataset with 1.9M reactions from patents (1976-2016). Task: Predict the reactants needed to synthesize the given product. Given the product [CH2:10]([O:17][C:18]1[CH:23]=[CH:22][N:21]([C:24]2[CH:32]=[C:31]3[C:27]([C:28]4[CH2:37][CH2:36][N:35]([CH2:3][CH2:4][N:5]5[CH2:9][CH2:8][CH2:7][CH2:6]5)[CH2:34][C:29]=4[N:30]3[CH3:33])=[CH:26][CH:25]=2)[C:20](=[O:38])[CH:19]=1)[C:11]1[CH:12]=[CH:13][CH:14]=[CH:15][CH:16]=1, predict the reactants needed to synthesize it. The reactants are: Cl.Cl[CH2:3][CH2:4][N:5]1[CH2:9][CH2:8][CH2:7][CH2:6]1.[CH2:10]([O:17][C:18]1[CH:23]=[CH:22][N:21]([C:24]2[CH:32]=[C:31]3[C:27]([C:28]4[CH2:37][CH2:36][NH:35][CH2:34][C:29]=4[N:30]3[CH3:33])=[CH:26][CH:25]=2)[C:20](=[O:38])[CH:19]=1)[C:11]1[CH:16]=[CH:15][CH:14]=[CH:13][CH:12]=1.C(N(C(C)C)CC)(C)C.